This data is from Full USPTO retrosynthesis dataset with 1.9M reactions from patents (1976-2016). The task is: Predict the reactants needed to synthesize the given product. (1) Given the product [C:1]1([C:7]2([C:12]3[CH:17]=[CH:16][CH:15]=[CH:14][CH:13]=3)[CH2:11][CH2:10][N:9]([C:31](=[O:32])[CH2:30][N:27]3[CH2:28][CH2:29][C:25]([C:22]4[CH:23]=[CH:24][C:19]([F:18])=[CH:20][CH:21]=4)([C:35]4[CH:36]=[CH:37][C:38]([F:41])=[CH:39][CH:40]=4)[C:26]3=[O:34])[CH2:8]2)[CH:2]=[CH:3][CH:4]=[CH:5][CH:6]=1, predict the reactants needed to synthesize it. The reactants are: [C:1]1([C:7]2([C:12]3[CH:17]=[CH:16][CH:15]=[CH:14][CH:13]=3)[CH2:11][CH2:10][NH:9][CH2:8]2)[CH:6]=[CH:5][CH:4]=[CH:3][CH:2]=1.[F:18][C:19]1[CH:24]=[CH:23][C:22]([C:25]2([C:35]3[CH:40]=[CH:39][C:38]([F:41])=[CH:37][CH:36]=3)[CH2:29][CH2:28][N:27]([CH2:30][C:31](O)=[O:32])[C:26]2=[O:34])=[CH:21][CH:20]=1.Cl.C(N=C=NCCCN(C)C)C. (2) Given the product [CH3:1][O:2][CH2:3][N:4]1[C:12]2[C:7](=[CH:8][CH:9]=[CH:10][C:11]=2[NH2:13])[CH:6]=[C:5]1[C:16]1[S:17][CH:18]=[CH:19][N:20]=1, predict the reactants needed to synthesize it. The reactants are: [CH3:1][O:2][CH2:3][N:4]1[C:12]2[C:7](=[CH:8][CH:9]=[CH:10][C:11]=2[N+:13]([O-])=O)[CH:6]=[C:5]1[C:16]1[S:17][CH:18]=[CH:19][N:20]=1.O1CCCC1.O.NN. (3) Given the product [S:3]1[C:4]2[CH:10]=[CH:9][CH:8]=[CH:7][C:5]=2[N:6]=[C:2]1[NH:16][C:15]1[CH:17]=[CH:18][C:12]([Cl:11])=[CH:13][CH:14]=1, predict the reactants needed to synthesize it. The reactants are: Cl[C:2]1[S:3][C:4]2[CH:10]=[CH:9][CH:8]=[CH:7][C:5]=2[N:6]=1.[Cl:11][C:12]1[CH:18]=[CH:17][C:15]([NH2:16])=[CH:14][CH:13]=1. (4) Given the product [CH2:1]([O:3][C:4]1[CH:9]=[CH:8][C:7]([S:10]([N:33]2[CH2:34][CH2:35][N:30]([CH2:28][CH3:29])[CH2:31][CH2:32]2)(=[O:12])=[O:11])=[CH:6][C:5]=1[C:14]1[NH:19][C:18](=[O:20])[C:17]2=[C:21]([CH3:27])[N:22]=[C:23]([CH2:24][CH2:25][CH3:26])[N:16]2[N:15]=1)[CH3:2], predict the reactants needed to synthesize it. The reactants are: [CH2:1]([O:3][C:4]1[CH:9]=[CH:8][C:7]([S:10](Cl)(=[O:12])=[O:11])=[CH:6][C:5]=1[C:14]1[NH:19][C:18](=[O:20])[C:17]2=[C:21]([CH3:27])[N:22]=[C:23]([CH2:24][CH2:25][CH3:26])[N:16]2[N:15]=1)[CH3:2].[CH2:28]([N:30]1[CH2:35][CH2:34][NH:33][CH2:32][CH2:31]1)[CH3:29]. (5) Given the product [F:20][C:14]([F:21])([C:2]1[CH:7]=[CH:6][CH:5]=[C:4]([O:8][CH2:9][CH2:10][O:11][CH3:12])[CH:3]=1)[C:15]([O:17][CH2:18][CH3:19])=[O:16], predict the reactants needed to synthesize it. The reactants are: I[C:2]1[CH:7]=[CH:6][CH:5]=[C:4]([O:8][CH2:9][CH2:10][O:11][CH3:12])[CH:3]=1.Br[C:14]([F:21])([F:20])[C:15]([O:17][CH2:18][CH3:19])=[O:16]. (6) Given the product [ClH:1].[N:2]1([C:8]([N:10]2[CH2:15][CH:14]([C:16]3[CH:21]=[CH:20][C:19]([C:22]([F:23])([F:25])[F:24])=[CH:18][CH:17]=3)[CH2:13][CH:12]([C:26]3[N:30]=[C:29]([CH:31]4[CH2:35][CH2:34][CH2:33][NH:32]4)[O:28][N:27]=3)[CH2:11]2)=[O:9])[CH2:3][CH2:4][O:5][CH2:6][CH2:7]1, predict the reactants needed to synthesize it. The reactants are: [ClH:1].[N:2]1([C:8]([N:10]2[CH2:15][CH:14]([C:16]3[CH:21]=[CH:20][C:19]([C:22]([F:25])([F:24])[F:23])=[CH:18][CH:17]=3)[CH2:13][CH:12]([C:26]3[N:30]=[C:29]([C@@H:31]4[CH2:35][CH2:34][CH2:33][N:32]4C(OC(C)(C)C)=O)[O:28][N:27]=3)[CH2:11]2)=[O:9])[CH2:7][CH2:6][O:5][CH2:4][CH2:3]1. (7) Given the product [Br:26][C:15]1[C:16]([CH3:18])=[N:17][N:10]2[C:9]([C:3]3[CH:4]=[CH:5][C:6]([Cl:8])=[CH:7][C:2]=3[Cl:1])=[C:13]([CH3:14])[O:12][C:11]=12, predict the reactants needed to synthesize it. The reactants are: [Cl:1][C:2]1[CH:7]=[C:6]([Cl:8])[CH:5]=[CH:4][C:3]=1[C:9]1[N:10]2[N:17]=[C:16]([CH3:18])[CH:15]=[C:11]2[O:12][C:13]=1[CH3:14].C1C(=O)N([Br:26])C(=O)C1. (8) Given the product [C:1]([O:5][C:6]([N:8]1[CH2:13][CH2:12][C:11]([OH:14])([CH2:15][CH:16]2[CH2:17][O:26]2)[CH2:10][CH2:9]1)=[O:7])([CH3:4])([CH3:3])[CH3:2], predict the reactants needed to synthesize it. The reactants are: [C:1]([O:5][C:6]([N:8]1[CH2:13][CH2:12][C:11]([CH2:15][CH:16]=[CH2:17])([OH:14])[CH2:10][CH2:9]1)=[O:7])([CH3:4])([CH3:3])[CH3:2].C1C=C(Cl)C=C(C(OO)=[O:26])C=1.